Dataset: Peptide-MHC class I binding affinity with 185,985 pairs from IEDB/IMGT. Task: Regression. Given a peptide amino acid sequence and an MHC pseudo amino acid sequence, predict their binding affinity value. This is MHC class I binding data. (1) The peptide sequence is VFMDNAFKK. The MHC is HLA-B27:05 with pseudo-sequence HLA-B27:05. The binding affinity (normalized) is 0.0847. (2) The peptide sequence is STFDLYVYR. The MHC is HLA-B83:01 with pseudo-sequence HLA-B83:01. The binding affinity (normalized) is 0.213. (3) The peptide sequence is SVETIVLMAV. The MHC is Mamu-A2201 with pseudo-sequence Mamu-A2201. The binding affinity (normalized) is 0.145. (4) The peptide sequence is PPQATAKYL. The MHC is HLA-B08:01 with pseudo-sequence HLA-B08:01. The binding affinity (normalized) is 0.0847. (5) The peptide sequence is FLIKFLLIH. The MHC is HLA-A02:01 with pseudo-sequence HLA-A02:01. The binding affinity (normalized) is 0. (6) The peptide sequence is EALRGFLLY. The MHC is HLA-A30:01 with pseudo-sequence HLA-A30:01. The binding affinity (normalized) is 0.200. (7) The peptide sequence is QCGDPSSLDY. The MHC is HLA-A30:02 with pseudo-sequence HLA-A30:02. The binding affinity (normalized) is 0.166.